Dataset: Peptide-MHC class I binding affinity with 185,985 pairs from IEDB/IMGT. Task: Regression. Given a peptide amino acid sequence and an MHC pseudo amino acid sequence, predict their binding affinity value. This is MHC class I binding data. (1) The peptide sequence is TRQQTSFPF. The binding affinity (normalized) is 0.513. The MHC is HLA-B27:05 with pseudo-sequence HLA-B27:05. (2) The peptide sequence is FMRFFTLGSI. The MHC is HLA-A02:01 with pseudo-sequence HLA-A02:01. The binding affinity (normalized) is 0.570.